From a dataset of Forward reaction prediction with 1.9M reactions from USPTO patents (1976-2016). Predict the product of the given reaction. Given the reactants [Br:1][C:2]1[CH:3]=[CH:4][C:5]2[S:9](=[O:11])(=[O:10])[N:8]([CH2:12][CH2:13][C:14]([NH:16][NH2:17])=[O:15])[CH:7]([CH3:18])[C:6]=2[CH:19]=1.Cl[C:21](Cl)([O:23]C(=O)OC(Cl)(Cl)Cl)Cl, predict the reaction product. The product is: [Br:1][C:2]1[CH:3]=[CH:4][C:5]2[S:9](=[O:11])(=[O:10])[N:8]([CH2:12][CH2:13][C:14]3[O:15][C:21](=[O:23])[NH:17][N:16]=3)[CH:7]([CH3:18])[C:6]=2[CH:19]=1.